This data is from Forward reaction prediction with 1.9M reactions from USPTO patents (1976-2016). The task is: Predict the product of the given reaction. (1) Given the reactants [F:1][C@H:2]1[CH2:6][CH2:5][N:4]([CH2:7][C@H:8]([C:10]2[CH:15]=[CH:14][CH:13]=[CH:12][CH:11]=2)O)[CH2:3]1.F[C@H]1CCN([C@H](C2C=CC=CC=2)CO)C1.[CH3:31][NH:32][C:33]1[CH:42]=[CH:41][C:36]([C:37]([O:39][CH3:40])=[O:38])=[CH:35][CH:34]=1, predict the reaction product. The product is: [F:1][C@H:2]1[CH2:6][CH2:5][N:4]([CH2:7][C@@H:8]([N:32]([C:33]2[CH:42]=[CH:41][C:36]([C:37]([O:39][CH3:40])=[O:38])=[CH:35][CH:34]=2)[CH3:31])[C:10]2[CH:15]=[CH:14][CH:13]=[CH:12][CH:11]=2)[CH2:3]1. (2) Given the reactants [OH-].[Na+].C[O:4][C:5]([C:7]1[CH:17]=[C:16]([O:18][CH2:19][C:20]2[CH:25]=[CH:24][CH:23]=[CH:22][CH:21]=2)[C:10]2[CH2:11][C:12]([CH3:15])([CH3:14])[O:13][C:9]=2[CH:8]=1)=[O:6], predict the reaction product. The product is: [CH2:19]([O:18][C:16]1[C:10]2[CH2:11][C:12]([CH3:15])([CH3:14])[O:13][C:9]=2[CH:8]=[C:7]([C:5]([OH:6])=[O:4])[CH:17]=1)[C:20]1[CH:21]=[CH:22][CH:23]=[CH:24][CH:25]=1. (3) Given the reactants [Br:1][C:2]1[CH:3]=[C:4]2[C:8](=[CH:9][CH:10]=1)[N:7]([C@@H:11]1[CH2:16][C@H:15]([CH3:17])[CH2:14][CH2:13][C@H:12]1[CH:18]([CH3:20])[CH3:19])[C:6]1[CH2:21][CH:22]3[NH:26][CH:25]([C:5]2=1)[CH2:24][CH2:23]3.C([O-])([O-])=O.[K+].[K+].[C:33](O[C:33]([O:35][C:36]([CH3:39])([CH3:38])[CH3:37])=[O:34])([O:35][C:36]([CH3:39])([CH3:38])[CH3:37])=[O:34], predict the reaction product. The product is: [Br:1][C:2]1[CH:10]=[CH:9][C:8]2[N:7]([C@@H:11]3[CH2:16][C@H:15]([CH3:17])[CH2:14][CH2:13][C@H:12]3[CH:18]([CH3:19])[CH3:20])[C:6]3[CH2:21][CH:22]4[NH:26][CH:25]([C:5]=3[C:4]=2[C:3]=1[C:33]([O:35][C:36]([CH3:39])([CH3:38])[CH3:37])=[O:34])[CH2:24][CH2:23]4. (4) The product is: [CH:54]1([C@H:49]([NH:48][CH2:45][CH:40]([NH:39][C:38]([N:15]2[CH2:16][C@H:17]([O:19][C:20]3[C:29]4[C:24](=[CH:25][C:26]([O:30][CH3:31])=[CH:27][CH:28]=4)[N:23]=[C:22]([C:32]4[CH:37]=[CH:36][CH:35]=[CH:34][CH:33]=4)[CH:21]=3)[CH2:18][C@H:14]2[C:12]([NH:11][C@:6]2([C:4]([OH:3])=[O:5])[CH2:8][C@H:7]2[CH:9]=[CH2:10])=[O:13])=[O:47])[C:41]([CH3:44])([CH3:42])[CH3:43])[C:50](=[O:51])[NH:52][CH3:53])[CH2:59][CH2:58][CH2:57][CH2:56][CH2:55]1. Given the reactants C([O:3][C:4]([C@@:6]1([NH:11][C:12]([C@@H:14]2[CH2:18][C@@H:17]([O:19][C:20]3[C:29]4[C:24](=[CH:25][C:26]([O:30][CH3:31])=[CH:27][CH:28]=4)[N:23]=[C:22]([C:32]4[CH:37]=[CH:36][CH:35]=[CH:34][CH:33]=4)[CH:21]=3)[CH2:16][N:15]2[C:38](=[O:47])[NH:39][C@H:40]([CH:45]=O)[C:41]([CH3:44])([CH3:43])[CH3:42])=[O:13])[CH2:8][C@H:7]1[CH:9]=[CH2:10])=[O:5])C.[NH2:48][CH:49]([CH:54]1[CH2:59][CH2:58][CH2:57][CH2:56][CH2:55]1)[C:50]([NH:52][CH3:53])=[O:51], predict the reaction product. (5) Given the reactants P([O-])([O-])([O-])=O.[K+].[K+].[K+].Br[C:10]1[CH:11]=[C:12]2[C:16](=[CH:17][CH:18]=1)[N:15]([CH:19]1[CH2:24][CH2:23][CH2:22][CH2:21][O:20]1)[N:14]=[C:13]2[C:25]1[N:30]=[C:29]([N:31]2[CH2:36][CH2:35][CH:34]([NH:37][C:38](=[O:44])[O:39][C:40]([CH3:43])([CH3:42])[CH3:41])[CH2:33][CH2:32]2)[CH:28]=[N:27][CH:26]=1.[F:45][C:46]1[C:51]([O:52][CH3:53])=[CH:50][CH:49]=[CH:48][C:47]=1B(O)O, predict the reaction product. The product is: [F:45][C:46]1[C:51]([O:52][CH3:53])=[CH:50][CH:49]=[CH:48][C:47]=1[C:10]1[CH:11]=[C:12]2[C:16](=[CH:17][CH:18]=1)[N:15]([CH:19]1[CH2:24][CH2:23][CH2:22][CH2:21][O:20]1)[N:14]=[C:13]2[C:25]1[N:30]=[C:29]([N:31]2[CH2:32][CH2:33][CH:34]([NH:37][C:38](=[O:44])[O:39][C:40]([CH3:41])([CH3:42])[CH3:43])[CH2:35][CH2:36]2)[CH:28]=[N:27][CH:26]=1. (6) The product is: [OH:64][C:62]([CH3:65])([CH3:63])[CH2:61][NH:60][C:34](=[O:36])[CH2:33][CH:30]1[S:29][C:28]([C:16]2[NH:17][C:18]3[C:14]([CH:15]=2)=[CH:13][C:12]([O:11][C:8]2[CH:9]=[N:10][C:5]([S:2]([CH3:1])(=[O:4])=[O:3])=[CH:6][CH:7]=2)=[CH:20][C:19]=3[O:21][CH:22]2[CH2:23][CH2:24][O:25][CH2:26][CH2:27]2)=[N:32][CH2:31]1. Given the reactants [CH3:1][S:2]([C:5]1[N:10]=[CH:9][C:8]([O:11][C:12]2[CH:13]=[C:14]3[C:18](=[C:19]([O:21][CH:22]4[CH2:27][CH2:26][O:25][CH2:24][CH2:23]4)[CH:20]=2)[NH:17][C:16]([C:28]2[S:29][CH:30]([CH2:33][C:34]([OH:36])=O)[CH2:31][N:32]=2)=[CH:15]3)=[CH:7][CH:6]=1)(=[O:4])=[O:3].O.ON1C2C=CC=CC=2N=N1.Cl.C(N=C=NCCCN(C)C)C.[NH2:60][CH2:61][C:62]([CH3:65])([OH:64])[CH3:63], predict the reaction product. (7) Given the reactants C([N:8]1[CH2:13][CH2:12][CH2:11][C:10]2([C:17]3[CH:18]=[CH:19][C:20]([O:22][CH3:23])=[CH:21][C:16]=3[O:15][CH2:14]2)[CH:9]1[C:24]#[N:25])C1C=CC=CC=1.[H][H], predict the reaction product. The product is: [CH3:23][O:22][C:20]1[CH:19]=[CH:18][C:17]2[C:10]3([CH2:14][O:15][C:16]=2[CH:21]=1)[CH2:11][CH2:12][CH2:13][NH:8][CH:9]3[CH2:24][NH2:25]. (8) Given the reactants C(O)(=O)C.[CH2:5]([O:12][C:13](=[O:38])[NH:14][C@H:15]1[CH2:20][CH2:19][C@H:18]([C:21]2(O)[NH:34][C:33]3[C:32]4[C:27](=[CH:28][CH:29]=[C:30]([O:35][CH3:36])[N:31]=4)[N:26]=[CH:25][C:24]=3[O:23][CH2:22]2)[CH2:17][CH2:16]1)[C:6]1[CH:11]=[CH:10][CH:9]=[CH:8][CH:7]=1.C([BH3-])#N.[Na+], predict the reaction product. The product is: [CH2:5]([O:12][C:13](=[O:38])[NH:14][C@H:15]1[CH2:20][CH2:19][C@H:18]([CH:21]2[NH:34][C:33]3[C:32]4[C:27](=[CH:28][CH:29]=[C:30]([O:35][CH3:36])[N:31]=4)[N:26]=[CH:25][C:24]=3[O:23][CH2:22]2)[CH2:17][CH2:16]1)[C:6]1[CH:7]=[CH:8][CH:9]=[CH:10][CH:11]=1.